This data is from Forward reaction prediction with 1.9M reactions from USPTO patents (1976-2016). The task is: Predict the product of the given reaction. (1) Given the reactants C[C:2]1[CH:10]=[C:9]([O:11][C:12]2[CH:17]=[CH:16][CH:15]=[C:14]([NH:18][C:19](=[O:21])[CH3:20])[CH:13]=2)[CH:8]=[CH:7][C:3]=1[C:4](N)=[O:5].[OH-:22].[Na+].Cl, predict the reaction product. The product is: [C:19]([NH:18][C:14]1[CH:13]=[C:12]([CH:17]=[CH:16][CH:15]=1)[O:11][C:9]1[CH:10]=[CH:2][C:3]([C:4]([OH:5])=[O:22])=[CH:7][CH:8]=1)(=[O:21])[CH3:20]. (2) Given the reactants [Cl:1][C:2]1[CH:10]=[C:9]2[C:5]([CH2:6][C:7](=[O:11])[NH:8]2)=[CH:4][C:3]=1[CH:12](O)[CH2:13][Cl:14].C([SiH](CC)CC)C, predict the reaction product. The product is: [Cl:1][C:2]1[CH:10]=[C:9]2[C:5]([CH2:6][C:7](=[O:11])[NH:8]2)=[CH:4][C:3]=1[CH2:12][CH2:13][Cl:14]. (3) Given the reactants [CH2:1]([NH2:4])[CH2:2][NH2:3].[F:5][C:6]1[CH:40]=[CH:39][CH:38]=[C:37]([O:41][CH3:42])[C:7]=1[CH2:8][N:9]1[CH2:14][C@H:13]([NH:15][C:16]([C:18]2[CH:19]=[C:20]3[C:24](=[CH:25][CH:26]=2)[NH:23][N:22]=[C:21]3[C:27]2[CH:32]=[CH:31][N:30]=[C:29]([CH3:33])[CH:28]=2)=[O:17])[CH2:12][CH2:11][C@H:10]1[C:34](O)=[O:35].C(N(CC)C(C)C)(C)C.CN(C(ON1N=NC2C=CC=NC1=2)=[N+](C)C)C.F[P-](F)(F)(F)(F)F, predict the reaction product. The product is: [NH2:3][CH2:2][CH2:1][NH:4][C:34]([C@H:10]1[N:9]([CH2:8][C:7]2[C:37]([O:41][CH3:42])=[CH:38][CH:39]=[CH:40][C:6]=2[F:5])[CH2:14][C@H:13]([NH:15][C:16]([C:18]2[CH:19]=[C:20]3[C:24](=[CH:25][CH:26]=2)[NH:23][N:22]=[C:21]3[C:27]2[CH:32]=[CH:31][N:30]=[C:29]([CH3:33])[CH:28]=2)=[O:17])[CH2:12][CH2:11]1)=[O:35]. (4) The product is: [Cl:1][C:2]1[CH:3]=[C:4]([NH:9][C:10]2[S:14][C:13]([C:15]3[CH:16]=[C:17]([CH:30]=[CH:31][CH:32]=3)[O:18][C:19]3[CH:20]=[C:21]([CH2:25][C:26]([OH:28])=[O:27])[CH:22]=[CH:23][CH:24]=3)=[N:12][N:11]=2)[CH:5]=[CH:6][C:7]=1[Cl:8]. Given the reactants [Cl:1][C:2]1[CH:3]=[C:4]([NH:9][C:10]2[S:14][C:13]([C:15]3[CH:16]=[C:17]([CH:30]=[CH:31][CH:32]=3)[O:18][C:19]3[CH:20]=[C:21]([CH2:25][C:26]([O:28]C)=[O:27])[CH:22]=[CH:23][CH:24]=3)=[N:12][N:11]=2)[CH:5]=[CH:6][C:7]=1[Cl:8], predict the reaction product. (5) Given the reactants CS(O[CH2:6][C@@H:7]1[CH2:11][CH2:10][CH2:9][N:8]1[C:12]([O:14][C:15]([CH3:18])([CH3:17])[CH3:16])=[O:13])(=O)=O.[F-:19].C([N+](CCCC)(CCCC)CCCC)CCC, predict the reaction product. The product is: [F:19][CH2:6][C@@H:7]1[CH2:11][CH2:10][CH2:9][N:8]1[C:12]([O:14][C:15]([CH3:18])([CH3:17])[CH3:16])=[O:13]. (6) Given the reactants C[Si](C)(C)[C:3]#[C:4][C:5]1[CH:10]=[CH:9][C:8]([C:11]2[CH:16]=[C:15]([C:17]3[CH:22]=[CH:21][CH:20]=[CH:19][N:18]=3)[N:14]=[C:13]([C:23]3[CH:28]=[CH:27][CH:26]=[CH:25][N:24]=3)[CH:12]=2)=[CH:7][CH:6]=1.[F-].[K+], predict the reaction product. The product is: [C:4]([C:5]1[CH:6]=[CH:7][C:8]([C:11]2[CH:16]=[C:15]([C:17]3[CH:22]=[CH:21][CH:20]=[CH:19][N:18]=3)[N:14]=[C:13]([C:23]3[CH:28]=[CH:27][CH:26]=[CH:25][N:24]=3)[CH:12]=2)=[CH:9][CH:10]=1)#[CH:3]. (7) Given the reactants [F:1][C:2]1[CH:24]=[C:23]([N+:25]([O-:27])=[O:26])[CH:22]=[CH:21][C:3]=1[O:4][C:5]1[CH:10]=[CH:9][N:8]=[C:7]2[CH:11]=[C:12]([C:14]3[O:18][C:17](C=O)=[CH:16][CH:15]=3)[S:13][C:6]=12.[CH3:28][O:29][CH2:30][CH2:31][NH2:32].[BH-](OC(C)=O)(OC(C)=O)O[C:35](C)=O.[Na+].C(O)(=O)C, predict the reaction product. The product is: [F:1][C:2]1[CH:24]=[C:23]([N+:25]([O-:27])=[O:26])[CH:22]=[CH:21][C:3]=1[O:4][C:5]1[CH:10]=[CH:9][N:8]=[C:7]2[CH:11]=[C:12]([C:14]3[O:18][C:17]([CH2:35][NH:32][CH2:31][CH2:30][O:29][CH3:28])=[CH:16][CH:15]=3)[S:13][C:6]=12.